From a dataset of Reaction yield outcomes from USPTO patents with 853,638 reactions. Predict the reaction yield, written as a fraction of the theoretical maximum amount of product (1.0 means a 100% yield; for example, 0.34 means a 34% yield). (1) The reactants are [C:1]([C:4]1[CH:27]=[CH:26][C:7]([O:8][CH2:9][C:10]2[CH:15]=[CH:14][C:13]([CH:16]([OH:25])[C:17]3[CH:18]=[C:19]([CH:22]=[CH:23][CH:24]=3)[C:20]#[N:21])=[CH:12][CH:11]=2)=[C:6]([CH2:28][CH2:29][CH3:30])[C:5]=1[OH:31])(=[O:3])[CH3:2].CC(OI1(OC(C)=O)(OC(C)=O)OC(=O)C2C=CC=CC1=2)=O. The catalyst is ClCCl.C(=O)(O)[O-].[Na+]. The product is [C:1]([C:4]1[CH:27]=[CH:26][C:7]([O:8][CH2:9][C:10]2[CH:15]=[CH:14][C:13]([C:16]([C:17]3[CH:18]=[C:19]([CH:22]=[CH:23][CH:24]=3)[C:20]#[N:21])=[O:25])=[CH:12][CH:11]=2)=[C:6]([CH2:28][CH2:29][CH3:30])[C:5]=1[OH:31])(=[O:3])[CH3:2]. The yield is 0.950. (2) The reactants are [Cl:1][C:2]1[CH:3]=[CH:4][C:5]2[C:11]3[N:12]=[C:13](N)[N:14]=[CH:15][C:10]=3[CH2:9][N:8]=[C:7]([C:17]3[C:22]([F:23])=[CH:21][CH:20]=[CH:19][C:18]=3[F:24])[C:6]=2[CH:25]=1.[I:26]CI.N(OCCC(C)C)=O.Cl. The catalyst is [Cu]I.C(OCC)(=O)C.O1CCCC1. The product is [Cl:1][C:2]1[CH:3]=[CH:4][C:5]2[C:11]3[N:12]=[C:13]([I:26])[N:14]=[CH:15][C:10]=3[CH2:9][N:8]=[C:7]([C:17]3[C:22]([F:23])=[CH:21][CH:20]=[CH:19][C:18]=3[F:24])[C:6]=2[CH:25]=1. The yield is 0.500. (3) The reactants are C([O:8][NH:9][C:10](=[O:28])[CH2:11][CH2:12][CH2:13][NH:14][C:15]([NH:17][CH2:18][C:19]1[CH:24]=[CH:23][C:22]([N:25]([CH3:27])[CH3:26])=[CH:21][CH:20]=1)=[O:16])C1C=CC=CC=1. The catalyst is CO.[Pd]. The product is [CH3:27][N:25]([CH3:26])[C:22]1[CH:21]=[CH:20][C:19]([CH2:18][NH:17][C:15](=[O:16])[NH:14][CH2:13][CH2:12][CH2:11][C:10]([NH:9][OH:8])=[O:28])=[CH:24][CH:23]=1. The yield is 0.920. (4) The reactants are [Cl:1]CCl.C(OC(=O)[N:10]([CH2:22][C:23]([N:25]1[CH2:29][CH2:28][CH2:27][CH:26]1[C:30]#[N:31])=[O:24])[CH:11]1[CH2:18][CH:17]2[CH:13]([CH2:14][C:15]([CH2:20][CH3:21])([OH:19])[CH2:16]2)[CH2:12]1)(C)(C)C.Cl. The catalyst is CCOCC. The product is [ClH:1].[CH2:20]([C:15]1([OH:19])[CH2:16][CH:17]2[CH:13]([CH2:12][CH:11]([NH:10][CH2:22][CH:23]([N:25]3[CH2:29][CH2:28][CH2:27][CH:26]3[C:30]#[N:31])[OH:24])[CH2:18]2)[CH2:14]1)[CH3:21]. The yield is 0.595. (5) The reactants are C([NH:9][C:10]([NH:12][C:13]1[C:18]([O:19][CH3:20])=[CH:17][N:16]=[C:15]([N:21]2[CH2:26][CH2:25][O:24][CH2:23][CH2:22]2)[CH:14]=1)=[S:11])(=O)C1C=CC=CC=1.C[O-].[Na+].Cl. The product is [CH3:20][O:19][C:18]1[C:13]([NH:12][C:10]([NH2:9])=[S:11])=[CH:14][C:15]([N:21]2[CH2:26][CH2:25][O:24][CH2:23][CH2:22]2)=[N:16][CH:17]=1. The yield is 0.840. The catalyst is O1CCCC1.CO. (6) The reactants are [OH:1][C@H:2]([C@@H:8]([OH:12])[CH2:9][CH2:10][CH3:11])[C:3]([O:5][CH2:6][CH3:7])=[O:4].CCN(CC)CC.[N+:20]([C:23]1[CH:28]=[CH:27][C:26]([S:29](Cl)(=[O:31])=[O:30])=[CH:25][CH:24]=1)([O-:22])=[O:21]. The catalyst is C(Cl)Cl.O. The product is [OH:12][C@@H:8]([CH2:9][CH2:10][CH3:11])[C@@H:2]([O:1][S:29]([C:26]1[CH:25]=[CH:24][C:23]([N+:20]([O-:22])=[O:21])=[CH:28][CH:27]=1)(=[O:30])=[O:31])[C:3]([O:5][CH2:6][CH3:7])=[O:4]. The yield is 0.540. (7) The reactants are [N+:1]([C:4]1[CH:5]=[C:6]([CH:10]=[CH:11][C:12]=1[N+:13]([O-:15])=[O:14])[C:7]([OH:9])=O)([O-:3])=[O:2].S(Cl)(Cl)=O.C(N(CC)CC)C.[NH:27]1[CH2:32][CH2:31][O:30][CH2:29][CH2:28]1. The catalyst is O.CN(C)C=O.O1CCCC1. The product is [N+:1]([C:4]1[CH:5]=[C:6]([C:7]([N:27]2[CH2:32][CH2:31][O:30][CH2:29][CH2:28]2)=[O:9])[CH:10]=[CH:11][C:12]=1[N+:13]([O-:15])=[O:14])([O-:3])=[O:2]. The yield is 0.970.